Dataset: Forward reaction prediction with 1.9M reactions from USPTO patents (1976-2016). Task: Predict the product of the given reaction. (1) Given the reactants Cl[C:2]1[CH:7]=[C:6]([O:8][C:9]2[CH:10]=[CH:11][C:12]([NH:16][C:17]([NH:19][C:20](=[O:24])[CH:21]([CH3:23])[CH3:22])=[O:18])=[N:13][C:14]=2[CH3:15])[CH:5]=[CH:4][N:3]=1.C([O-])([O-])=O.[K+].[K+].CC1(C)C(C)(C)OB([C:39]2[CH:44]=[CH:43][N:42]=[C:41]([N:45]3[CH2:50][CH2:49][O:48][CH2:47][CH2:46]3)[CH:40]=2)O1, predict the reaction product. The product is: [CH3:15][C:14]1[N:13]=[C:12]([NH:16][C:17]([NH:19][C:20](=[O:24])[CH:21]([CH3:23])[CH3:22])=[O:18])[CH:11]=[CH:10][C:9]=1[O:8][C:6]1[CH:5]=[CH:4][N:3]=[C:2]([C:39]2[CH:44]=[CH:43][N:42]=[C:41]([N:45]3[CH2:46][CH2:47][O:48][CH2:49][CH2:50]3)[CH:40]=2)[CH:7]=1. (2) Given the reactants [CH2:1]([N:8]1[C:16]2[C:11](=[CH:12][C:13]([OH:17])=[CH:14][CH:15]=2)[CH2:10][CH2:9]1)[C:2]1[CH:7]=[CH:6][CH:5]=[CH:4][CH:3]=1.[O:18]([C:25]1[CH:30]=[CH:29][C:28]([N:31]=[C:32]=[O:33])=[CH:27][CH:26]=1)[C:19]1[CH:24]=[CH:23][CH:22]=[CH:21][CH:20]=1, predict the reaction product. The product is: [O:18]([C:25]1[CH:26]=[CH:27][C:28]([NH:31][C:32](=[O:33])[O:17][C:13]2[CH:12]=[C:11]3[C:16](=[CH:15][CH:14]=2)[N:8]([CH2:1][C:2]2[CH:3]=[CH:4][CH:5]=[CH:6][CH:7]=2)[CH2:9][CH2:10]3)=[CH:29][CH:30]=1)[C:19]1[CH:20]=[CH:21][CH:22]=[CH:23][CH:24]=1. (3) Given the reactants [OH:1][CH:2]1[CH2:7][N:6]([C:8]([O:10][C:11]([CH3:14])([CH3:13])[CH3:12])=[O:9])[CH2:5][CH:4]([C:15]([O:17][CH3:18])=[O:16])[CH2:3]1.CC(OI1(OC(C)=O)(OC(C)=O)OC(=O)C2C=CC=CC1=2)=O.C(=O)([O-])O.[Na+].S([O-])([O-])(=O)=S.[Na+].[Na+], predict the reaction product. The product is: [O:1]=[C:2]1[CH2:7][N:6]([C:8]([O:10][C:11]([CH3:12])([CH3:13])[CH3:14])=[O:9])[CH2:5][CH:4]([C:15]([O:17][CH3:18])=[O:16])[CH2:3]1. (4) Given the reactants [OH:1][C:2]1[CH:9]=[C:8]([O:10][CH3:11])[C:7](B2OC(C)(C)C(C)(C)O2)=[CH:6][C:3]=1[CH:4]=[O:5].Cl[C:22]1[N:23]=[N:24][C:25]([O:28][CH:29]2[CH2:34][C:33]([CH3:36])([CH3:35])[NH:32][C:31]([CH3:38])([CH3:37])[CH2:30]2)=[CH:26][CH:27]=1, predict the reaction product. The product is: [OH:1][C:2]1[CH:9]=[C:8]([O:10][CH3:11])[C:7]([C:22]2[N:23]=[N:24][C:25]([O:28][CH:29]3[CH2:34][C:33]([CH3:36])([CH3:35])[NH:32][C:31]([CH3:38])([CH3:37])[CH2:30]3)=[CH:26][CH:27]=2)=[CH:6][C:3]=1[CH:4]=[O:5]. (5) Given the reactants N(OCCC(C)C)=O.N[C:10]1[CH:28]=[C:27]([F:29])[C:26]([N:30]2[C:35](=[O:36])[CH:34]=[C:33]([C:37]([F:40])([F:39])[F:38])[N:32]([CH3:41])[C:31]2=[O:42])=[CH:25][C:11]=1[O:12][C:13]1[CH:24]=[CH:23][CH:22]=[CH:21][C:14]=1[O:15][CH2:16][C:17]([O:19][CH3:20])=[O:18].[ClH:43], predict the reaction product. The product is: [Cl:43][C:10]1[CH:28]=[C:27]([F:29])[C:26]([N:30]2[C:35](=[O:36])[CH:34]=[C:33]([C:37]([F:40])([F:39])[F:38])[N:32]([CH3:41])[C:31]2=[O:42])=[CH:25][C:11]=1[O:12][C:13]1[CH:24]=[CH:23][CH:22]=[CH:21][C:14]=1[O:15][CH2:16][C:17]([O:19][CH3:20])=[O:18]. (6) Given the reactants [CH:1](OC)([O:4][CH3:5])[O:2][CH3:3].O.C1(C)C=CC(S(O)(=O)=O)=CC=1.[Br:20][C:21]1[N:26]=[CH:25][C:24](C=O)=[CH:23][CH:22]=1, predict the reaction product. The product is: [Br:20][C:21]1[CH:22]=[CH:23][C:24]([CH:1]([O:4][CH3:5])[O:2][CH3:3])=[CH:25][N:26]=1. (7) The product is: [Cl:28][C:24]1[CH:23]=[C:22]([NH:21][C:20](=[O:29])[C:17]2[CH:18]=[CH:19][C:14]([N:11]3[CH2:10][CH2:9][NH:8][CH2:13][CH2:12]3)=[N:15][CH:16]=2)[CH:27]=[CH:26][CH:25]=1. Given the reactants C(OC([N:8]1[CH2:13][CH2:12][N:11]([C:14]2[CH:19]=[CH:18][C:17]([C:20](=[O:29])[NH:21][C:22]3[CH:27]=[CH:26][CH:25]=[C:24]([Cl:28])[CH:23]=3)=[CH:16][N:15]=2)[CH2:10][CH2:9]1)=O)(C)(C)C.Cl, predict the reaction product.